From a dataset of Full USPTO retrosynthesis dataset with 1.9M reactions from patents (1976-2016). Predict the reactants needed to synthesize the given product. Given the product [OH:19][C:6]1([CH3:7])[C:2]([OH:24])([CH3:1])[CH2:3][N:4]([C:8]2[CH:9]=[C:10]([CH:16]=[CH:17][CH:18]=2)[C:11]([O:13][CH2:14][CH3:15])=[O:12])[CH2:5]1, predict the reactants needed to synthesize it. The reactants are: [CH3:1][C:2]1[CH2:3][N:4]([C:8]2[CH:9]=[C:10]([CH:16]=[CH:17][CH:18]=2)[C:11]([O:13][CH2:14][CH3:15])=[O:12])[CH2:5][C:6]=1[CH3:7].[OH2:19].C[N+]1([O-])CC[O:24]CC1.